Dataset: NCI-60 drug combinations with 297,098 pairs across 59 cell lines. Task: Regression. Given two drug SMILES strings and cell line genomic features, predict the synergy score measuring deviation from expected non-interaction effect. (1) Drug 1: C1=CN(C(=O)N=C1N)C2C(C(C(O2)CO)O)O.Cl. Drug 2: C(CCl)NC(=O)N(CCCl)N=O. Cell line: NCI-H226. Synergy scores: CSS=3.37, Synergy_ZIP=-2.04, Synergy_Bliss=-2.34, Synergy_Loewe=-0.262, Synergy_HSA=-0.916. (2) Drug 1: CC12CCC3C(C1CCC2=O)CC(=C)C4=CC(=O)C=CC34C. Drug 2: CCN(CC)CCNC(=O)C1=C(NC(=C1C)C=C2C3=C(C=CC(=C3)F)NC2=O)C. Cell line: OVCAR-8. Synergy scores: CSS=56.7, Synergy_ZIP=-0.388, Synergy_Bliss=-3.53, Synergy_Loewe=-4.66, Synergy_HSA=-5.33.